Dataset: Reaction yield outcomes from USPTO patents with 853,638 reactions. Task: Predict the reaction yield, written as a fraction of the theoretical maximum amount of product (1.0 means a 100% yield; for example, 0.34 means a 34% yield). (1) The reactants are [Cl:1][C:2]([F:13])([F:12])[C:3]1[N:8]=[CH:7][C:6]([C:9](=[O:11])[CH3:10])=[CH:5][CH:4]=1.[BH4-].[Na+].Cl. The catalyst is CO. The product is [Cl:1][C:2]([F:12])([F:13])[C:3]1[N:8]=[CH:7][C:6]([CH:9]([OH:11])[CH3:10])=[CH:5][CH:4]=1. The yield is 0.930. (2) The reactants are [OH:1][C:2]1[CH:9]=[CH:8][C:5]([CH:6]=O)=[CH:4][C:3]=1[CH3:10].[Cl-].O[NH3+:13]. The catalyst is C(O)(=O)C.C(OCC)C. The product is [OH:1][C:2]1[CH:9]=[CH:8][C:5]([C:6]#[N:13])=[CH:4][C:3]=1[CH3:10]. The yield is 0.660.